This data is from Full USPTO retrosynthesis dataset with 1.9M reactions from patents (1976-2016). The task is: Predict the reactants needed to synthesize the given product. (1) The reactants are: C(C1C=CC(N2CC[C@H](N[C@@H](C3C4C(=CC=CC=4)C=CC=3)C)C2)=CC=1)(=O)C.[CH3:28][O:29][C:30]1[CH:31]=[C:32]([C@H:36]([NH:38][C@H:39]2[CH2:43][CH2:42][N:41]([CH2:44][C:45]3[CH:50]=[CH:49][CH:48]=[C:47]([C:51]([F:54])([F:53])[F:52])[CH:46]=3)[CH2:40]2)[CH3:37])[CH:33]=[CH:34][CH:35]=1.[ClH:55]. Given the product [ClH:55].[ClH:55].[CH3:28][O:29][C:30]1[CH:31]=[C:32]([C@H:36]([NH:38][C@H:39]2[CH2:43][CH2:42][N:41]([CH2:44][C:45]3[CH:50]=[CH:49][CH:48]=[C:47]([C:51]([F:53])([F:54])[F:52])[CH:46]=3)[CH2:40]2)[CH3:37])[CH:33]=[CH:34][CH:35]=1, predict the reactants needed to synthesize it. (2) Given the product [CH2:9]([N:11]([CH2:12][C:13]([CH2:19][NH:20][C:21]1[CH:29]=[C:28]([CH3:30])[CH:27]=[C:26]2[C:22]=1[CH:23]=[N:24][N:25]2[C:31]1[CH:32]=[CH:33][C:34]([F:37])=[CH:35][CH:36]=1)([OH:18])[C:14]([F:16])([F:17])[F:15])[C:6]([C:2]1[S:1][CH:5]=[CH:4][CH:3]=1)=[O:8])[CH3:10], predict the reactants needed to synthesize it. The reactants are: [S:1]1[CH:5]=[CH:4][CH:3]=[C:2]1[C:6]([OH:8])=O.[CH2:9]([NH:11][CH2:12][C:13]([CH2:19][NH:20][C:21]1[CH:29]=[C:28]([CH3:30])[CH:27]=[C:26]2[C:22]=1[CH:23]=[N:24][N:25]2[C:31]1[CH:36]=[CH:35][C:34]([F:37])=[CH:33][CH:32]=1)([OH:18])[C:14]([F:17])([F:16])[F:15])[CH3:10]. (3) The reactants are: [CH3:1][O:2][C:3](=[O:33])[CH2:4][C@H:5]1[C:9]2[CH:10]=[CH:11][C:12]([O:14][C@H:15]3[C:23]4[C:18](=[C:19](B5OC(C)(C)C(C)(C)O5)[CH:20]=[CH:21][CH:22]=4)[CH2:17][CH2:16]3)=[CH:13][C:8]=2[O:7][CH2:6]1.Br[C:35]1[CH:40]=[CH:39][CH:38]=[C:37]([O:41][CH3:42])[C:36]=1[CH3:43]. Given the product [CH3:1][O:2][C:3](=[O:33])[CH2:4][C@H:5]1[C:9]2[CH:10]=[CH:11][C:12]([O:14][C@H:15]3[C:23]4[C:18](=[C:19]([C:35]5[CH:40]=[CH:39][CH:38]=[C:37]([O:41][CH3:42])[C:36]=5[CH3:43])[CH:20]=[CH:21][CH:22]=4)[CH2:17][CH2:16]3)=[CH:13][C:8]=2[O:7][CH2:6]1, predict the reactants needed to synthesize it.